From a dataset of Forward reaction prediction with 1.9M reactions from USPTO patents (1976-2016). Predict the product of the given reaction. Given the reactants [N+:1]([C:4]1[CH:12]=[C:11]([N+:13]([O-:15])=[O:14])[CH:10]=[CH:9][C:5]=1[C:6]([OH:8])=[O:7])([O-:3])=[O:2].S(Cl)([Cl:18])=[O:17].[CH2:20]([N:22](CC)CC)[CH3:21], predict the reaction product. The product is: [N+:1]([C:4]1[CH:12]=[C:11]([N+:13]([O-:15])=[O:14])[CH:10]=[CH:9][C:5]=1[C:6]([Cl:18])=[O:7])([O-:3])=[O:2].[NH2:22][CH2:20][C:21]([O:8][CH2:6][C:5]1[CH:4]=[CH:12][CH:11]=[CH:10][CH:9]=1)=[O:17].